From a dataset of Catalyst prediction with 721,799 reactions and 888 catalyst types from USPTO. Predict which catalyst facilitates the given reaction. Reactant: C1([O:7][C:8](=O)[NH:9][C:10]2[CH:15]=[C:14]([C:16]([CH3:19])([CH3:18])[CH3:17])[CH:13]=[C:12]([NH:20][S:21]([CH3:24])(=[O:23])=[O:22])[C:11]=2[O:25][CH3:26])C=CC=CC=1.[NH2:28][C:29]1[C:38]2[C:33](=[CH:34][CH:35]=[CH:36][CH:37]=2)[C:32]([O:39][C:40]2[CH:45]=[CH:44][N:43]=[C:42]([NH:46][C:47]3[CH:48]=[C:49]([CH:62]=[C:63]([O:65][CH3:66])[CH:64]=3)[C:50]([NH:52][CH2:53][CH2:54][CH2:55][N:56]3[CH2:61][CH2:60][O:59][CH2:58][CH2:57]3)=[O:51])[CH:41]=2)=[CH:31][CH:30]=1.C(N(CC)CC)C. The catalyst class is: 480. Product: [C:16]([C:14]1[CH:13]=[C:12]([NH:20][S:21]([CH3:24])(=[O:23])=[O:22])[C:11]([O:25][CH3:26])=[C:10]([NH:9][C:8](=[O:7])[NH:28][C:29]2[C:38]3[C:33](=[CH:34][CH:35]=[CH:36][CH:37]=3)[C:32]([O:39][C:40]3[CH:45]=[CH:44][N:43]=[C:42]([NH:46][C:47]4[CH:48]=[C:49]([CH:62]=[C:63]([O:65][CH3:66])[CH:64]=4)[C:50]([NH:52][CH2:53][CH2:54][CH2:55][N:56]4[CH2:61][CH2:60][O:59][CH2:58][CH2:57]4)=[O:51])[CH:41]=3)=[CH:31][CH:30]=2)[CH:15]=1)([CH3:19])([CH3:17])[CH3:18].